Dataset: Reaction yield outcomes from USPTO patents with 853,638 reactions. Task: Predict the reaction yield, written as a fraction of the theoretical maximum amount of product (1.0 means a 100% yield; for example, 0.34 means a 34% yield). (1) The reactants are [CH3:1][NH:2][C:3]1[N:4]([CH2:37][C:38]([F:41])([F:40])[F:39])[C:5](=[O:36])[C:6]2[C:11]([C:12]3[CH:17]=[CH:16][CH:15]=[CH:14][CH:13]=3)=[C:10]([C:18]3[CH:23]=[CH:22][C:21]([C:24]4([NH:28]C(=O)OC(C)(C)C)[CH2:27][CH2:26][CH2:25]4)=[CH:20][CH:19]=3)[O:9][C:7]=2[N:8]=1. The catalyst is C(Cl)Cl. The product is [NH2:28][C:24]1([C:21]2[CH:22]=[CH:23][C:18]([C:10]3[O:9][C:7]4[N:8]=[C:3]([NH:2][CH3:1])[N:4]([CH2:37][C:38]([F:41])([F:39])[F:40])[C:5](=[O:36])[C:6]=4[C:11]=3[C:12]3[CH:13]=[CH:14][CH:15]=[CH:16][CH:17]=3)=[CH:19][CH:20]=2)[CH2:25][CH2:26][CH2:27]1. The yield is 0.450. (2) The reactants are [Br:1][C:2]1[CH:3]=[C:4]2[C:8](=[CH:9][CH:10]=1)[NH:7][C:6](=[O:11])[CH2:5]2.[CH3:12][N:13]([CH3:33])[CH2:14][CH2:15][NH:16][C:17]([C:19]1[C:23]([C:24]2[CH:29]=[CH:28][CH:27]=[CH:26][CH:25]=2)=[C:22]([CH:30]=O)[NH:21][C:20]=1[CH3:32])=[O:18]. No catalyst specified. The product is [CH3:12][N:13]([CH3:33])[CH2:14][CH2:15][NH:16][C:17]([C:19]1[C:23]([C:24]2[CH:29]=[CH:28][CH:27]=[CH:26][CH:25]=2)=[C:22]([CH:30]=[C:5]2[C:4]3[C:8](=[CH:9][CH:10]=[C:2]([Br:1])[CH:3]=3)[NH:7][C:6]2=[O:11])[NH:21][C:20]=1[CH3:32])=[O:18]. The yield is 0.550. (3) The reactants are [C:1]([O:5][C:6]([N:8]1[CH2:13][CH2:12][CH:11]([N:14]([C:20]2[CH:25]=[CH:24][C:23]([O:26]CC3C=CC=CC=3)=[CH:22][CH:21]=2)[CH2:15][CH2:16][CH:17]([CH3:19])[CH3:18])[CH2:10][CH2:9]1)=[O:7])([CH3:4])([CH3:3])[CH3:2]. The catalyst is C1COCC1.CO.[Pd]. The product is [C:1]([O:5][C:6]([N:8]1[CH2:13][CH2:12][CH:11]([N:14]([C:20]2[CH:25]=[CH:24][C:23]([OH:26])=[CH:22][CH:21]=2)[CH2:15][CH2:16][CH:17]([CH3:18])[CH3:19])[CH2:10][CH2:9]1)=[O:7])([CH3:3])([CH3:4])[CH3:2]. The yield is 0.820. (4) The yield is 0.490. The catalyst is COCCOC.C1C=CC([P]([Pd]([P](C2C=CC=CC=2)(C2C=CC=CC=2)C2C=CC=CC=2)([P](C2C=CC=CC=2)(C2C=CC=CC=2)C2C=CC=CC=2)[P](C2C=CC=CC=2)(C2C=CC=CC=2)C2C=CC=CC=2)(C2C=CC=CC=2)C2C=CC=CC=2)=CC=1.O. The reactants are COC([C:5]1[CH:6]=[C:7]([C:11]2[CH:16]=[CH:15][CH:14]=[C:13](OCC3C=CC=CC=3)[CH:12]=2)[CH:8]=[CH:9][CH:10]=1)=O.[CH3:25][O:26][C:27](=[O:36])[CH2:28]C1C=CC=C(Br)C=1.[CH2:37]([O:44]C1C=C(B(O)O)C=CC=1)[C:38]1[CH:43]=[CH:42][CH:41]=[CH:40][CH:39]=1.[OH-].[Ba+2].[OH-]. The product is [CH3:25][O:26][C:27](=[O:36])[CH2:28][C:13]1([O:44][CH2:37][C:38]2[CH:39]=[CH:40][CH:41]=[CH:42][CH:43]=2)[CH:14]=[CH:15][CH:16]=[C:11]([C:7]2[CH:8]=[CH:9][CH:10]=[CH:5][CH:6]=2)[CH2:12]1. (5) The reactants are [CH:1]([N:4]1[C:8]([C:9]2[N:18]=[C:17]3[N:11]([CH2:12][CH2:13][O:14][C:15]4[CH:22]=[C:21]([OH:23])[CH:20]=[CH:19][C:16]=43)[CH:10]=2)=[N:7][CH:6]=[N:5]1)([CH3:3])[CH3:2].Br[CH2:25][C:26]([NH2:28])=[O:27].C(=O)([O-])[O-].[Cs+].[Cs+]. The catalyst is CN(C=O)C.O. The product is [CH:1]([N:4]1[C:8]([C:9]2[N:18]=[C:17]3[C:16]4[CH:19]=[CH:20][C:21]([O:23][CH2:25][C:26]([NH2:28])=[O:27])=[CH:22][C:15]=4[O:14][CH2:13][CH2:12][N:11]3[CH:10]=2)=[N:7][CH:6]=[N:5]1)([CH3:3])[CH3:2]. The yield is 0.640. (6) The reactants are [C:1]1([O:7][C:8]2[CH:13]=[CH:12][C:11]([C:14]3[C:22]4[C:21](Cl)=[N:20][CH:19]=[N:18][C:17]=4[N:16]([C@H:24]4[CH2:29][CH2:28][C@H:27]([N:30]5[CH2:35][CH2:34][N:33]([CH3:36])[CH2:32][CH2:31]5)[CH2:26][CH2:25]4)[CH:15]=3)=[CH:10][C:9]=2[F:37])[CH:6]=[CH:5][CH:4]=[CH:3][CH:2]=1.[C:38]([OH:41])(=[O:40])[CH3:39].COC1C=C(C2C3C(N)=NC=NC=3[N:59]([C@H]3CC[C@H](N4CCN(C)CC4)CC3)C=2)C=CC=1OC1C=CC=CC=1.CO[C@@H]1[C@@H:95]([C:96]([O:98]C)=[O:97])[C@@H]2[C@@H](CN3[C@H](C2)C2NC4C=C(OC)C=CC=4C=2CC3)C[C@H]1[O:98][C:96]([C:95]1C=C(OC)C(OC)=C(OC)C=1)=[O:97]. The catalyst is C(#N)C. The product is [C:38]([OH:41])(=[O:40])[CH3:39].[C:96]([OH:98])(=[O:97])[CH3:95].[F:37][C:9]1[CH:10]=[C:11]([C:14]2[C:22]3[C:21]([NH2:59])=[N:20][CH:19]=[N:18][C:17]=3[N:16]([C@H:24]3[CH2:29][CH2:28][C@H:27]([N:30]4[CH2:35][CH2:34][N:33]([CH3:36])[CH2:32][CH2:31]4)[CH2:26][CH2:25]3)[CH:15]=2)[CH:12]=[CH:13][C:8]=1[O:7][C:1]1[CH:6]=[CH:5][CH:4]=[CH:3][CH:2]=1. The yield is 0.750.